Dataset: Full USPTO retrosynthesis dataset with 1.9M reactions from patents (1976-2016). Task: Predict the reactants needed to synthesize the given product. (1) Given the product [N+:12]1([O-:9])[C:21]2[C:16](=[N:17][CH:18]=[CH:19][CH:20]=2)[CH:15]=[CH:14][CH:13]=1, predict the reactants needed to synthesize it. The reactants are: C1C=C(Cl)C=C(C(OO)=[O:9])C=1.[N:12]1[C:21]2[C:16](=[N:17][CH:18]=[CH:19][CH:20]=2)[CH:15]=[CH:14][CH:13]=1. (2) Given the product [CH2:1]([C:3]1[C:4]([OH:25])=[C:5]([C:21]([OH:23])=[O:22])[C:6](=[O:20])[NH:7][C:8]=1[C:9]1[C:10]([OH:19])=[C:11]2[C:15](=[CH:16][CH:17]=1)[N:14]([CH3:18])[CH:13]=[CH:12]2)[CH3:2], predict the reactants needed to synthesize it. The reactants are: [CH2:1]([C:3]1[C:4]([OH:25])=[C:5]([C:21]([O:23]C)=[O:22])[C:6](=[O:20])[NH:7][C:8]=1[C:9]1[C:10]([OH:19])=[C:11]2[C:15](=[CH:16][CH:17]=1)[N:14]([CH3:18])[CH:13]=[CH:12]2)[CH3:2].[Li+].[I-].Cl. (3) Given the product [NH2:21][C:20]1[CH:19]=[CH:18][CH:17]=[C:16]([F:24])[C:15]=1[O:14][CH2:13][C@H:9]([NH:8][C:6]([O:5][C:1]([CH3:4])([CH3:2])[CH3:3])=[O:7])[C:10]([OH:12])=[O:11], predict the reactants needed to synthesize it. The reactants are: [C:1]([O:5][C:6]([NH:8][C@@H:9]([CH2:13][O:14][C:15]1[C:20]([N+:21]([O-])=O)=[CH:19][CH:18]=[CH:17][C:16]=1[F:24])[C:10]([OH:12])=[O:11])=[O:7])([CH3:4])([CH3:3])[CH3:2]. (4) Given the product [CH2:2]([O:9][C:10]1[CH:11]=[CH:12][C:13]([N:16]2[CH2:21][CH2:20][N:19]([CH2:22][CH2:23][C:24]([N:72]3[CH2:73][CH2:74][CH:69]([O:68][C:67]4[CH:75]=[CH:76][C:64]([N+:61]([O-:63])=[O:62])=[C:65]([C:77]([F:78])([F:79])[F:80])[CH:66]=4)[CH2:70][CH2:71]3)=[O:26])[CH2:18][CH2:17]2)=[CH:14][CH:15]=1)[C:3]1[CH:4]=[CH:5][CH:6]=[CH:7][CH:8]=1, predict the reactants needed to synthesize it. The reactants are: [Li+].[CH2:2]([O:9][C:10]1[CH:15]=[CH:14][C:13]([N:16]2[CH2:21][CH2:20][N:19]([CH2:22][CH2:23][C:24]([O-:26])=O)[CH2:18][CH2:17]2)=[CH:12][CH:11]=1)[C:3]1[CH:8]=[CH:7][CH:6]=[CH:5][CH:4]=1.C(N(C(C)C)CC)(C)C.F[P-](F)(F)(F)(F)F.CN(C)C(ON1C2C=CC=CC=2N=N1)=[N+](C)C.Cl.[N+:61]([C:64]1[CH:76]=[CH:75][C:67]([O:68][CH:69]2[CH2:74][CH2:73][NH:72][CH2:71][CH2:70]2)=[CH:66][C:65]=1[C:77]([F:80])([F:79])[F:78])([O-:63])=[O:62].